From a dataset of Forward reaction prediction with 1.9M reactions from USPTO patents (1976-2016). Predict the product of the given reaction. (1) Given the reactants [C:1]([NH:8][CH:9]1[CH2:14][CH2:13][NH:12][CH2:11][CH2:10]1)([O:3][C:4]([CH3:7])([CH3:6])[CH3:5])=[O:2].[CH3:15][C:16]1[N:17]=[N:18][N:19]([CH2:21][C:22]2[CH:27]=[C:26]([C:28]([F:31])([F:30])[F:29])[CH:25]=[CH:24][C:23]=2/[CH:32]=[CH:33]/[C:34](O)=[O:35])[N:20]=1.CCN(C(C)C)C(C)C.C(P1(=O)OP(CCC)(=O)OP(CCC)(=O)O1)CC.CCOC(C)=O, predict the reaction product. The product is: [CH3:15][C:16]1[N:17]=[N:18][N:19]([CH2:21][C:22]2[CH:27]=[C:26]([C:28]([F:30])([F:29])[F:31])[CH:25]=[CH:24][C:23]=2/[CH:32]=[CH:33]/[C:34]([N:12]2[CH2:13][CH2:14][CH:9]([NH:8][C:1](=[O:2])[O:3][C:4]([CH3:7])([CH3:6])[CH3:5])[CH2:10][CH2:11]2)=[O:35])[N:20]=1. (2) Given the reactants Cl.[Cl:2][C:3]1[CH:4]=[N+:5]([O-:35])[CH:6]=[C:7]([Cl:34])[C:8]=1[CH2:9][C@@H:10]([C:19]1[CH:24]=[CH:23][C:22]([O:25][CH:26]([F:28])[F:27])=[C:21]([O:29][CH2:30][CH:31]2[CH2:33][CH2:32]2)[CH:20]=1)[O:11][C:12]([C@H:14]1[NH:18][CH2:17][CH2:16][S:15]1)=[O:13].[OH:36][C:37]1[CH:38]=[C:39]([CH:42]=[CH:43][CH:44]=1)[CH:40]=O.CC(O)=O.C(O[BH-](OC(=O)C)OC(=O)C)(=O)C.[Na+].Cl, predict the reaction product. The product is: [Cl:2][C:3]1[CH:4]=[N+:5]([O-:35])[CH:6]=[C:7]([Cl:34])[C:8]=1[CH2:9][C@@H:10]([C:19]1[CH:24]=[CH:23][C:22]([O:25][CH:26]([F:28])[F:27])=[C:21]([O:29][CH2:30][CH:31]2[CH2:33][CH2:32]2)[CH:20]=1)[O:11][C:12]([C@H:14]1[N:18]([CH2:40][C:39]2[CH:42]=[CH:43][CH:44]=[C:37]([OH:36])[CH:38]=2)[CH2:17][CH2:16][S:15]1)=[O:13]. (3) Given the reactants [CH2:1]([O:3][C:4]1[CH:9]=[CH:8][C:7]([C:10]2(O)[CH2:15][CH2:14][CH:13]([C:16]3[CH:21]=[CH:20][C:19]([O:22][CH2:23][CH2:24][CH2:25][CH3:26])=[C:18]([F:27])[C:17]=3[F:28])[CH2:12][CH2:11]2)=[C:6]([F:30])[C:5]=1[F:31])[CH3:2].C1(C)C=CC(S(O)(=O)=O)=CC=1.O, predict the reaction product. The product is: [CH2:1]([O:3][C:4]1[CH:9]=[CH:8][C:7]([C:10]2[CH2:15][CH2:14][CH:13]([C:16]3[CH:21]=[CH:20][C:19]([O:22][CH2:23][CH2:24][CH2:25][CH3:26])=[C:18]([F:27])[C:17]=3[F:28])[CH2:12][CH:11]=2)=[C:6]([F:30])[C:5]=1[F:31])[CH3:2]. (4) Given the reactants [H-].[Na+].[OH:3][CH2:4][CH2:5]S(C)(=O)=O.FC1C=[CH:17][C:16]([C:19]([F:22])([F:21])[F:20])=[CH:15][C:12]=1[C:13]#[N:14].Cl, predict the reaction product. The product is: [NH2:14][CH2:13][C:12]1[CH:15]=[C:16]([C:19]([F:22])([F:21])[F:20])[CH:17]=[CH:5][C:4]=1[OH:3].